From a dataset of Rat liver microsome stability data. Regression/Classification. Given a drug SMILES string, predict its absorption, distribution, metabolism, or excretion properties. Task type varies by dataset: regression for continuous measurements (e.g., permeability, clearance, half-life) or binary classification for categorical outcomes (e.g., BBB penetration, CYP inhibition). Dataset: rlm. (1) The drug is CC(=O)NCc1ccc(-c2csc(Nc3cc(C)cc(C)c3)n2)o1. The result is 0 (unstable in rat liver microsomes). (2) The drug is CC(C)[C@H](NS(=O)(=O)c1ccc2c(c1)sc1cc(NC(=O)OCCS(C)(=O)=O)ccc12)C(=O)O. The result is 0 (unstable in rat liver microsomes). (3) The compound is CCOc1ccc(CCNC(=O)c2cc3sccc3n2CCN2CCOCC2)cc1OCC. The result is 1 (stable in rat liver microsomes). (4) The drug is O=C(c1cc(-c2ccccc2)[nH]n1)N1CCN(c2ccccc2)CC1. The result is 1 (stable in rat liver microsomes). (5) The drug is N#Cc1ccccc1Cn1c(N2CCC[C@@H](N)C2)cc(=O)[nH]c1=O. The result is 0 (unstable in rat liver microsomes). (6) The molecule is Nc1ncnc2c1ncn2[C@@H]1O[C@H](COS(=O)(=O)NC(=O)c2ccccc2O)[C@@H](O)[C@H]1O. The result is 0 (unstable in rat liver microsomes). (7) The molecule is CN(C)C(=O)c1nc(-c2ccc(Cl)nc2)c2ccccn12. The result is 0 (unstable in rat liver microsomes). (8) The result is 1 (stable in rat liver microsomes). The compound is O=C([C@H](Cc1ccc(OS(=O)(=O)c2cccc3cnccc23)cc1)NS(=O)(=O)c1cccc2cnccc12)N1CCN(Cc2ccccc2)CC1. (9) The molecule is CCC1=C(C(=O)CCC2CCCCC2)[C@H](c2ccc(O)c(Cl)c2)NC(=O)N1. The result is 1 (stable in rat liver microsomes). (10) The molecule is NC(=O)C1CCN(c2nc(-c3ccccc3[N+](=O)[O-])cs2)CC1. The result is 1 (stable in rat liver microsomes).